From a dataset of Forward reaction prediction with 1.9M reactions from USPTO patents (1976-2016). Predict the product of the given reaction. (1) Given the reactants [Cl:1][C:2]1[CH:7]=[C:6]([CH3:8])[CH:5]=[C:4]([CH3:9])[C:3]=1[N:10]1[CH2:15][CH2:14][CH2:13][C:12]2[C:16](=[O:20])[N:17]([CH3:19])[NH:18][C:11]1=2.C1(P(C2C=CC=CC=2)C2C=CC=CC=2)C=CC=CC=1.[CH3:40][CH2:41][CH2:42][CH:43](O)[CH2:44][CH2:45][CH3:46].CCOC(/N=N/C(OCC)=O)=O, predict the reaction product. The product is: [Cl:1][C:2]1[CH:7]=[C:6]([CH3:8])[CH:5]=[C:4]([CH3:9])[C:3]=1[N:10]1[CH2:15][CH2:14][CH2:13][C:12]2=[C:16]([O:20][CH:43]([CH2:44][CH2:45][CH3:46])[CH2:42][CH2:41][CH3:40])[N:17]([CH3:19])[N:18]=[C:11]12. (2) Given the reactants [Br:1][C:2]1[C:3](=[O:30])[N:4]([C:19]2[CH:28]=[CH:27][C:22]([C:23]([O:25]C)=[O:24])=[CH:21][C:20]=2[F:29])[C:5]([CH3:18])=[CH:6][C:7]=1[O:8][CH2:9][C:10]1[CH:15]=[CH:14][C:13]([F:16])=[CH:12][C:11]=1[F:17].CO.O.[OH-].[Na+], predict the reaction product. The product is: [Br:1][C:2]1[C:3](=[O:30])[N:4]([C:19]2[CH:28]=[CH:27][C:22]([C:23]([OH:25])=[O:24])=[CH:21][C:20]=2[F:29])[C:5]([CH3:18])=[CH:6][C:7]=1[O:8][CH2:9][C:10]1[CH:15]=[CH:14][C:13]([F:16])=[CH:12][C:11]=1[F:17]. (3) Given the reactants [CH:1]1([NH:6][C:7]2[N:12]=[C:11]([NH:13][C:14]3[CH:15]=[N:16][C:17]([O:20][CH3:21])=[CH:18][CH:19]=3)[C:10](I)=[CH:9][N:8]=2)[CH2:5][CH2:4][CH2:3][CH2:2]1.[CH3:23][C:24]1[N:29]=[C:28]([S:30][CH3:31])[N:27]=[C:26]([Sn](CCCC)(CCCC)CCCC)[N:25]=1.[F-].[Cs+].O1CCOCC1, predict the reaction product. The product is: [CH:1]1([NH:6][C:7]2[N:12]=[C:11]([NH:13][C:14]3[CH:15]=[N:16][C:17]([O:20][CH3:21])=[CH:18][CH:19]=3)[C:10]([C:26]3[N:25]=[C:24]([CH3:23])[N:29]=[C:28]([S:30][CH3:31])[N:27]=3)=[CH:9][N:8]=2)[CH2:5][CH2:4][CH2:3][CH2:2]1. (4) Given the reactants Cl[C:2]1[N:7]=[C:6]([C:8]2[N:12]3[CH:13]=[CH:14][CH:15]=[CH:16][C:11]3=[N:10][C:9]=2[C:17]2[CH:18]=[CH:19][C:20]([O:34][CH3:35])=[C:21]([CH:33]=2)[C:22]([NH:24][C:25]2[C:30]([F:31])=[CH:29][CH:28]=[CH:27][C:26]=2[F:32])=[O:23])[CH:5]=[CH:4][N:3]=1.[F:36][C:37]1[C:38]([CH2:46][CH2:47][N:48]2[CH2:53][CH2:52][O:51][CH2:50][CH2:49]2)=[CH:39][C:40]([O:44][CH3:45])=[C:41]([CH:43]=1)[NH2:42].C1(C)C=CC(S(O)(=O)=O)=CC=1.C[O-].[Na+], predict the reaction product. The product is: [F:32][C:26]1[CH:27]=[CH:28][CH:29]=[C:30]([F:31])[C:25]=1[NH:24][C:22](=[O:23])[C:21]1[CH:33]=[C:17]([C:9]2[N:10]=[C:11]3[CH:16]=[CH:15][CH:14]=[CH:13][N:12]3[C:8]=2[C:6]2[CH:5]=[CH:4][N:3]=[C:2]([NH:42][C:41]3[CH:43]=[C:37]([F:36])[C:38]([CH2:46][CH2:47][N:48]4[CH2:53][CH2:52][O:51][CH2:50][CH2:49]4)=[CH:39][C:40]=3[O:44][CH3:45])[N:7]=2)[CH:18]=[CH:19][C:20]=1[O:34][CH3:35].